This data is from Full USPTO retrosynthesis dataset with 1.9M reactions from patents (1976-2016). The task is: Predict the reactants needed to synthesize the given product. Given the product [ClH:1].[CH:2]1([C:5]2[N:6]=[C:7]3[CH:12]=[CH:11][C:10]([N:13]4[CH:18]=[CH:17][C:16]([O:19][CH2:20][C:21]5[S:22][C:23]([C:26]([F:27])([F:28])[F:29])=[CH:24][CH:25]=5)=[CH:15][C:14]4=[O:30])=[CH:9][N:8]3[C:31]=2[CH3:32])[CH2:4][CH2:3]1, predict the reactants needed to synthesize it. The reactants are: [ClH:1].[CH:2]1([C:5]2[N:6]=[C:7]3[CH:12]=[CH:11][C:10]([N:13]4[CH:18]=[CH:17][C:16]([O:19][CH2:20][C:21]5[S:22][C:23]([C:26]([F:29])([F:28])[F:27])=[CH:24][CH:25]=5)=[CH:15][C:14]4=[O:30])=[CH:9][N:8]3[C:31]=2[CH3:32])[CH2:4][CH2:3]1.